From a dataset of Catalyst prediction with 721,799 reactions and 888 catalyst types from USPTO. Predict which catalyst facilitates the given reaction. (1) Reactant: Cl[C:2]1[N:10]=[CH:9][N:8]=[C:7]2[C:3]=1[N:4]=[C:5]([CH:13]([F:15])[F:14])[N:6]2[CH2:11][CH3:12].[NH2:16][C@H:17]1[CH2:21][CH2:20][N:19]([C:22]([O:24][C:25]([CH3:28])([CH3:27])[CH3:26])=[O:23])[CH2:18]1.CCN(C(C)C)C(C)C. Product: [F:14][CH:13]([F:15])[C:5]1[N:6]([CH2:11][CH3:12])[C:7]2[C:3]([N:4]=1)=[C:2]([NH:16][C@H:17]1[CH2:21][CH2:20][N:19]([C:22]([O:24][C:25]([CH3:28])([CH3:27])[CH3:26])=[O:23])[CH2:18]1)[N:10]=[CH:9][N:8]=2. The catalyst class is: 218. (2) Reactant: [C:1]([C:3]1[CH:4]=[C:5]([CH:9]=[CH:10][CH:11]=1)[C:6](Cl)=[O:7])#[N:2].[NH2:12][C:13]1[C:14]([CH3:36])=[C:15]2[C:21]([CH:22]3[CH2:27][CH2:26][N:25]([C:28]([O:30][C:31]([CH3:34])([CH3:33])[CH3:32])=[O:29])[CH2:24][CH2:23]3)=[CH:20][N:19]([CH3:35])[C:16]2=[N:17][CH:18]=1. Product: [C:1]([C:3]1[CH:4]=[C:5]([CH:9]=[CH:10][CH:11]=1)[C:6]([NH:12][C:13]1[C:14]([CH3:36])=[C:15]2[C:21]([CH:22]3[CH2:23][CH2:24][N:25]([C:28]([O:30][C:31]([CH3:32])([CH3:33])[CH3:34])=[O:29])[CH2:26][CH2:27]3)=[CH:20][N:19]([CH3:35])[C:16]2=[N:17][CH:18]=1)=[O:7])#[N:2]. The catalyst class is: 2. (3) Reactant: [O:1]1[C:5]2[CH:6]=[CH:7][C:8]([C:10](=[O:12])[CH3:11])=[CH:9][C:4]=2[O:3][CH2:2]1.[BH4-].[Na+].CC(=O)OCC. Product: [O:1]1[C:5]2[CH:6]=[CH:7][C:8]([CH:10]([OH:12])[CH3:11])=[CH:9][C:4]=2[O:3][CH2:2]1. The catalyst class is: 5. (4) Reactant: [F:1][CH:2]([F:5])[CH2:3]Cl.[CH2:6]([NH2:13])[C:7]1[CH:12]=[CH:11][CH:10]=[CH:9][CH:8]=1.C(N(CC)CC)C. Product: [CH2:6]([NH:13][CH2:3][CH:2]([F:5])[F:1])[C:7]1[CH:12]=[CH:11][CH:10]=[CH:9][CH:8]=1. The catalyst class is: 6. (5) Reactant: [CH3:1][S:2][C:3]1[S:4][C:5]2[CH:11]=[C:10]([O:12][C:13]3[C:22]4[C:17](=[CH:18][CH:19]=[CH:20][CH:21]=4)[N:16]=[CH:15][CH:14]=3)[CH:9]=[CH:8][C:6]=2[N:7]=1.C1C=C(Cl)C=C(C(OO)=[O:31])C=1.S([O-])([O-])(=O)=S.[Na+].[Na+]. Product: [CH3:1][S:2]([C:3]1[S:4][C:5]2[CH:11]=[C:10]([O:12][C:13]3[C:22]4[C:17](=[CH:18][CH:19]=[CH:20][CH:21]=4)[N:16]=[CH:15][CH:14]=3)[CH:9]=[CH:8][C:6]=2[N:7]=1)=[O:31]. The catalyst class is: 2. (6) Reactant: [C:1]([C:5]1[CH:24]=[CH:23][CH:22]=[CH:21][C:6]=1[O:7][CH:8]1[CH2:11][N:10]([C:12](=[O:20])[CH2:13][CH2:14][C:15]([O:17]CC)=[O:16])[CH2:9]1)([CH3:4])([CH3:3])[CH3:2].[OH-].[Li+].Cl. Product: [C:1]([C:5]1[CH:24]=[CH:23][CH:22]=[CH:21][C:6]=1[O:7][CH:8]1[CH2:9][N:10]([C:12](=[O:20])[CH2:13][CH2:14][C:15]([OH:17])=[O:16])[CH2:11]1)([CH3:4])([CH3:2])[CH3:3]. The catalyst class is: 8. (7) The catalyst class is: 111. Product: [CH2:3]([O:10][C:11]1[CH:16]=[CH:15][C:14]([C:17]2[CH:18]=[N:19][C:20]3[N:21]([N:29]=[CH:30][C:31]=3[CH2:32][OH:33])[C:22]=2[CH:23]2[CH2:28][CH2:27][CH2:26][CH2:25][CH2:24]2)=[CH:13][CH:12]=1)[C:4]1[CH:9]=[CH:8][CH:7]=[CH:6][CH:5]=1. Reactant: [BH4-].[Na+].[CH2:3]([O:10][C:11]1[CH:16]=[CH:15][C:14]([C:17]2[CH:18]=[N:19][C:20]3[N:21]([N:29]=[CH:30][C:31]=3[CH:32]=[O:33])[C:22]=2[CH:23]2[CH2:28][CH2:27][CH2:26][CH2:25][CH2:24]2)=[CH:13][CH:12]=1)[C:4]1[CH:9]=[CH:8][CH:7]=[CH:6][CH:5]=1. (8) Reactant: [H-].[Al+3].[Li+].[H-].[H-].[H-].[NH2:7][C:8]([C:15]1[N:20]=[CH:19][CH:18]=[CH:17][N:16]=1)([CH3:14])[C:9](OCC)=[O:10].O.[OH-].[Na+]. Product: [NH2:7][C:8]([C:15]1[N:16]=[CH:17][CH:18]=[CH:19][N:20]=1)([CH3:14])[CH2:9][OH:10]. The catalyst class is: 1. (9) Reactant: [CH3:1][C:2]([O:4][C@H:5]1[C:14]2[C@@:15]3([CH3:30])[C@@H:26]([CH2:27][O:28][CH3:29])[O:25][C:23](=[O:24])[C:17]4=[CH:18][O:19][C:20]([C:21](=[O:22])[C:13]=2[C@@H:8]2[CH2:9][CH2:10][C@H:11]([OH:12])[C@@:7]2([CH3:31])[CH2:6]1)=[C:16]34)=[O:3].[CH3:32][N:33]([CH3:38])[CH2:34][CH2:35][NH:36][CH3:37]. Product: [CH3:32][N:33]([CH3:38])[CH2:34][CH2:35][N:36]([CH:18]=[C:17]1[C:16]2[C:15]([CH3:30])([C:14]3[CH:5]([O:4][C:2](=[O:3])[CH3:1])[CH2:6][C:7]4([CH3:31])[CH:8]([C:13]=3[C:21](=[O:22])[C:20]=2[OH:19])[CH2:9][CH2:10][CH:11]4[OH:12])[CH:26]([CH2:27][O:28][CH3:29])[O:25][C:23]1=[O:24])[CH3:37]. The catalyst class is: 2. (10) Product: [CH3:29][S:30]([O:9][CH2:8][CH:7]([C:10]1[C:19]2[C:14](=[CH:15][CH:16]=[C:17]([O:20][CH3:21])[CH:18]=2)[CH:13]=[CH:12][CH:11]=1)[CH2:6][NH:5][C:3](=[O:4])[CH2:2][F:1])(=[O:32])=[O:31]. Reactant: [F:1][CH2:2][C:3]([NH:5][CH2:6][CH:7]([C:10]1[C:19]2[C:14](=[CH:15][CH:16]=[C:17]([O:20][CH3:21])[CH:18]=2)[CH:13]=[CH:12][CH:11]=1)[CH2:8][OH:9])=[O:4].C(N(CC)CC)C.[CH3:29][S:30](Cl)(=[O:32])=[O:31].O. The catalyst class is: 4.